This data is from Reaction yield outcomes from USPTO patents with 853,638 reactions. The task is: Predict the reaction yield, written as a fraction of the theoretical maximum amount of product (1.0 means a 100% yield; for example, 0.34 means a 34% yield). (1) The reactants are Br[C:2]1[CH:3]=[C:4]([C:8](=[O:10])[CH3:9])[CH:5]=[CH:6][CH:7]=1.[NH:11]1[CH2:15][CH2:14][CH2:13][C:12]1=[O:16]. The yield is 0.980. The product is [C:8]([C:4]1[CH:3]=[C:2]([N:11]2[CH2:15][CH2:14][CH2:13][C:12]2=[O:16])[CH:7]=[CH:6][CH:5]=1)(=[O:10])[CH3:9]. No catalyst specified. (2) The reactants are Cl.[NH2:2][C:3]1[NH:7][N:6]=[C:5]([NH:8][C:9]2[CH:14]=[C:13]([C:15]([F:18])([F:17])[F:16])[C:12]([C:19]3[CH:24]=[CH:23][C:22]([S:25]([NH:28][C:29]4([CH3:33])[CH2:32][NH:31][CH2:30]4)(=[O:27])=[O:26])=[CH:21][CH:20]=3)=[C:11]([Cl:34])[CH:10]=2)[N:4]=1.[CH3:35][C:36]([CH3:38])=O.C(O)(=O)C.C([BH3-])#N.[Na+]. The catalyst is CO. The product is [ClH:34].[NH2:2][C:3]1[NH:7][N:6]=[C:5]([NH:8][C:9]2[CH:14]=[C:13]([C:15]([F:16])([F:18])[F:17])[C:12]([C:19]3[CH:24]=[CH:23][C:22]([S:25]([NH:28][C:29]4([CH3:33])[CH2:32][N:31]([CH:36]([CH3:38])[CH3:35])[CH2:30]4)(=[O:26])=[O:27])=[CH:21][CH:20]=3)=[C:11]([Cl:34])[CH:10]=2)[N:4]=1. The yield is 0.570.